From a dataset of Reaction yield outcomes from USPTO patents with 853,638 reactions. Predict the reaction yield, written as a fraction of the theoretical maximum amount of product (1.0 means a 100% yield; for example, 0.34 means a 34% yield). The reactants are [CH3:1][C:2]1([CH3:15])[NH:7][CH2:6][CH2:5][N:4]([C:8]2[CH:13]=[CH:12][N:11]=[CH:10][C:9]=2[NH2:14])[CH2:3]1.[H-].[Na+].[CH3:18]I.CO. The catalyst is CN(C=O)C. The product is [CH3:1][C:2]1([CH3:15])[N:7]([CH3:18])[CH2:6][CH2:5][N:4]([C:8]2[CH:13]=[CH:12][N:11]=[CH:10][C:9]=2[NH2:14])[CH2:3]1. The yield is 0.730.